From a dataset of Full USPTO retrosynthesis dataset with 1.9M reactions from patents (1976-2016). Predict the reactants needed to synthesize the given product. (1) Given the product [C:40]1([C:21]2[CH:20]=[CH:19][C:18]([CH2:17][CH2:16][C:5]([CH3:33])([S:2]([CH3:1])(=[O:3])=[O:4])[C:6]([NH:8][O:9][CH:10]([O:11][CH3:49])[CH2:15][CH2:14][CH2:13][CH3:12])=[O:7])=[CH:23][CH:22]=2)[CH2:46][CH2:45][CH2:44][CH2:43][CH2:42][CH:41]=1, predict the reactants needed to synthesize it. The reactants are: [CH3:1][S:2]([C:5]([CH3:33])([CH2:16][CH2:17][C:18]1[CH:23]=[CH:22][C:21](B2OC(C)(C)C(C)(C)O2)=[CH:20][CH:19]=1)[C:6]([NH:8][O:9][CH:10]1[CH2:15][CH2:14][CH2:13][CH2:12][O:11]1)=[O:7])(=[O:4])=[O:3].FC(F)(F)S(O[C:40]1[CH2:46][CH2:45][CH2:44][CH2:43][CH2:42][CH:41]=1)(=O)=O.[C:49](=O)([O-])[O-].[Na+].[Na+].O. (2) Given the product [C:1]([NH:4][C:5]1[CH:10]=[C:9]([C:11]2[O:12][C:13]([C:17]([NH2:29])=[O:18])=[C:14]([I:16])[N:15]=2)[C:8]([CH3:20])=[CH:7][N:6]=1)(=[O:3])[CH3:2], predict the reactants needed to synthesize it. The reactants are: [C:1]([NH:4][C:5]1[CH:10]=[C:9]([C:11]2[O:12][C:13]([C:17](O)=[O:18])=[C:14]([I:16])[N:15]=2)[C:8]([CH3:20])=[CH:7][N:6]=1)(=[O:3])[CH3:2].C(Cl)(=O)OCC(C)C.[NH3:29]. (3) Given the product [C:34]([O:27][C:24]1[CH:23]=[CH:22][C:21]([S:18]([N:4]2[CH:3]([CH2:1][CH3:2])[C:16]3[C:11](=[CH:12][CH:13]=[C:14]([F:17])[CH:15]=3)[C:10]3[CH:9]=[CH:8][CH:7]=[CH:6][C:5]2=3)(=[O:20])=[O:19])=[CH:26][CH:25]=1)(=[O:37])[CH2:35][CH3:36], predict the reactants needed to synthesize it. The reactants are: [CH2:1]([CH:3]1[C:16]2[C:11](=[CH:12][CH:13]=[C:14]([F:17])[CH:15]=2)[C:10]2[CH:9]=[CH:8][CH:7]=[CH:6][C:5]=2[N:4]1[S:18]([C:21]1[CH:26]=[CH:25][C:24]([OH:27])=[CH:23][CH:22]=1)(=[O:20])=[O:19])[CH3:2].N1C=CC=CC=1.[C:34](Cl)(=[O:37])[CH2:35][CH3:36]. (4) Given the product [Br:1][C:2]1[CH:3]=[N:4][C:5]2[N:6]([N:8]=[C:9]([C:11]([N:16]3[CH2:17][CH2:18][C:19]4[C:24](=[CH:23][CH:22]=[C:21]([C:25]5[CH:29]=[N:28][NH:27][CH:26]=5)[CH:20]=4)[CH:15]3[CH3:14])=[O:13])[CH:10]=2)[CH:7]=1, predict the reactants needed to synthesize it. The reactants are: [Br:1][C:2]1[CH:3]=[N:4][C:5]2[N:6]([N:8]=[C:9]([C:11]([OH:13])=O)[CH:10]=2)[CH:7]=1.[CH3:14][CH:15]1[C:24]2[C:19](=[CH:20][C:21]([C:25]3[CH:26]=[N:27][NH:28][CH:29]=3)=[CH:22][CH:23]=2)[CH2:18][CH2:17][NH:16]1. (5) Given the product [CH3:1][O:2][C:3]1[CH:4]=[C:5]2[C:9](=[CH:10][CH:11]=1)[N:8]([CH3:17])[CH:7]=[C:6]2[CH2:12][C:13]([O:15][CH3:16])=[O:14], predict the reactants needed to synthesize it. The reactants are: [CH3:1][O:2][C:3]1[CH:4]=[C:5]2[C:9](=[CH:10][CH:11]=1)[NH:8][CH:7]=[C:6]2[CH2:12][C:13]([O:15][CH3:16])=[O:14].[C:17]([O-])([O-])=O.[K+].[K+].S(OC)(OC)(=O)=O. (6) Given the product [CH2:1]([N:8]([CH2:9][C:10]1[CH:11]=[CH:12][C:13]([C:14]([NH:16][NH:17][C:18]2[CH:19]=[CH:20][CH:21]=[CH:22][CH:23]=2)=[O:15])=[CH:24][CH:25]=1)[CH2:45][CH2:44][CH2:46][N:35]1[C:36](=[O:37])[C:31]2[C:32](=[CH:38][CH:39]=[CH:40][CH:30]=2)[C:33]1=[O:34])[C:2]1[CH:3]=[CH:4][CH:5]=[CH:6][CH:7]=1, predict the reactants needed to synthesize it. The reactants are: [CH2:1]([NH:8][CH2:9][C:10]1[CH:25]=[CH:24][C:13]([C:14]([NH:16][NH:17][C:18]2[CH:23]=[CH:22][CH:21]=[CH:20][CH:19]=2)=[O:15])=[CH:12][CH:11]=1)[C:2]1[CH:7]=[CH:6][CH:5]=[CH:4][CH:3]=1.BrCCC[C:30]1[CH:40]=[CH:39][CH:38]=[C:32]2[C:33]([NH:35][C:36](=[O:37])[C:31]=12)=[O:34].CCN(C(C)C)[CH:44]([CH3:46])[CH3:45].[Na]. (7) Given the product [Cl:1][C:2]1[CH:3]=[C:4]([O:10][CH2:11][C:12]2[CH:17]=[CH:16][CH:15]=[CH:14][CH:13]=2)[CH:5]=[C:6]([Cl:9])[C:7]=1[Cl:8], predict the reactants needed to synthesize it. The reactants are: [Cl:1][C:2]1[CH:3]=[C:4]([OH:10])[CH:5]=[C:6]([Cl:9])[C:7]=1[Cl:8].[CH2:11](Br)[C:12]1[CH:17]=[CH:16][CH:15]=[CH:14][CH:13]=1.C(=O)([O-])[O-].[K+].[K+].O.